Predict the product of the given reaction. From a dataset of Forward reaction prediction with 1.9M reactions from USPTO patents (1976-2016). (1) Given the reactants [NH:1]1[CH2:4][CH2:3][CH2:2]1.Cl[CH2:6][C:7]1[CH:41]=[CH:40][C:10]([C:11]([NH:13][C:14]2[C:15]3[CH:28]=[C:27]([C:29]([NH:31][N:32]([CH3:39])[C:33]4[CH:38]=[CH:37][CH:36]=[CH:35][CH:34]=4)=[O:30])[S:26][C:16]=3[N:17](C(OC(C)(C)C)=O)[N:18]=2)=[O:12])=[CH:9][CH:8]=1.ClCC1C=CC(C(NC2C3C=C(C(NN(C4C=CC(Cl)=CC=4)C)=O)SC=3N(C(OC(C)(C)C)=O)N=2)=O)=CC=1, predict the reaction product. The product is: [N:1]1([CH2:6][C:7]2[CH:8]=[CH:9][C:10]([C:11]([NH:13][C:14]3[C:15]4[CH:28]=[C:27]([C:29]([NH:31][N:32]([CH3:39])[C:33]5[CH:34]=[CH:35][CH:36]=[CH:37][CH:38]=5)=[O:30])[S:26][C:16]=4[NH:17][N:18]=3)=[O:12])=[CH:40][CH:41]=2)[CH2:4][CH2:3][CH2:2]1. (2) Given the reactants [N+](/[CH:4]=[CH:5]/[C:6]1[CH:11]=[CH:10][CH:9]=[CH:8][CH:7]=1)([O-])=O.BrBr.N12CCCN=C1CCCCC2.[OH:25][C:26]1[C:27](=[O:37])[C:28]2[C:33]([C:34](=[O:36])[CH:35]=1)=[CH:32][CH:31]=[CH:30][CH:29]=2, predict the reaction product. The product is: [C:6]1([C:5]2[C:35]3[C:34](=[O:36])[C:33]4[C:28](=[CH:29][CH:30]=[CH:31][CH:32]=4)[C:27](=[O:37])[C:26]=3[O:25][CH:4]=2)[CH:11]=[CH:10][CH:9]=[CH:8][CH:7]=1. (3) Given the reactants Cl[C:2]1[N:7]=[CH:6][N:5]=[C:4]([NH:8][C:9]2[CH:14]=[CH:13][C:12]([O:15][CH3:16])=[CH:11][CH:10]=2)[CH:3]=1.[CH3:17][NH:18][CH2:19][CH2:20][OH:21].CCN(C(C)C)C(C)C, predict the reaction product. The product is: [CH3:16][O:15][C:12]1[CH:13]=[CH:14][C:9]([NH:8][C:4]2[N:5]=[CH:6][N:7]=[C:2]([N:18]([CH3:17])[CH2:19][CH2:20][OH:21])[CH:3]=2)=[CH:10][CH:11]=1. (4) Given the reactants [Cl:1][C:2]1[N:7]=[C:6]([C:8](OCC)=[O:9])[C:5]([NH:13][CH2:14][C:15]2([CH3:19])[CH2:18][O:17][CH2:16]2)=[CH:4][N:3]=1.[NH3:20], predict the reaction product. The product is: [Cl:1][C:2]1[N:7]=[C:6]([C:8]([NH2:20])=[O:9])[C:5]([NH:13][CH2:14][C:15]2([CH3:19])[CH2:18][O:17][CH2:16]2)=[CH:4][N:3]=1. (5) Given the reactants [CH2:1]([N:5]1[C:13]2[N:12]=[CH:11][N:10]([CH2:14][CH:15]=[CH2:16])[C:9]=2[C:8](=[O:17])[NH:7][C:6]1=[O:18])[CH2:2][CH2:3][CH3:4].[C:19]([O-])([O-])=O.[Na+].[Na+].CI.C([O-])([O-])=O.[K+].[K+], predict the reaction product. The product is: [CH2:1]([N:5]1[C:13]2[N:12]=[CH:11][N:10]([CH2:14][CH:15]=[CH2:16])[C:9]=2[C:8](=[O:17])[N:7]([CH3:19])[C:6]1=[O:18])[CH2:2][CH2:3][CH3:4]. (6) Given the reactants CN([CH2:4][C:5]1[C:6]2[S:16][CH:15]=[CH:14][C:7]=2[NH:8][C:9]=1[C:10]([O:12][CH3:13])=[O:11])C.CI.[BH4-].[Na+].Cl.CC1CCCCC1.C, predict the reaction product. The product is: [CH3:4][C:5]1[C:6]2[S:16][CH:15]=[CH:14][C:7]=2[NH:8][C:9]=1[C:10]([O:12][CH3:13])=[O:11]. (7) Given the reactants Br[C:2]1[CH:3]=[CH:4][CH:5]=[C:6]2[C:11]=1[N:10]=[CH:9][CH:8]=[C:7]2[C:12]1[CH2:16][C:15]([C:21]2[CH:26]=[C:25]([Cl:27])[CH:24]=[C:23]([Cl:28])[CH:22]=2)([C:17]([F:20])([F:19])[F:18])[O:14][N:13]=1.[CH3:29][N:30](C)C=O, predict the reaction product. The product is: [Cl:28][C:23]1[CH:22]=[C:21]([C:15]2([C:17]([F:20])([F:19])[F:18])[O:14][N:13]=[C:12]([C:7]3[C:6]4[C:11](=[C:2]([C:29]#[N:30])[CH:3]=[CH:4][CH:5]=4)[N:10]=[CH:9][CH:8]=3)[CH2:16]2)[CH:26]=[C:25]([Cl:27])[CH:24]=1. (8) Given the reactants [O:1]1[CH2:5][CH2:4][CH2:3][CH2:2]1.[Br:6][C:7]1[S:8][C:9](Br)=[CH:10][CH:11]=1.[CH2:13]([Li])[CH2:14][CH2:15][CH3:16], predict the reaction product. The product is: [Br:6][C:7]1[S:8][C:9]([CH:5]([C:4]2[CH:13]=[CH:14][C:15]([CH3:16])=[CH:2][CH:3]=2)[OH:1])=[CH:10][CH:11]=1. (9) The product is: [NH2:6][C:7]1[S:16][CH2:15][C@H:14]2[C@:9]([C:19]3[CH:24]=[C:23]([N+:26]([O-:28])=[O:27])[CH:22]=[CH:21][C:20]=3[F:25])([CH2:10][O:11][C@@H:12]([CH2:17][OH:18])[CH2:13]2)[N:8]=1. Given the reactants S(=O)(=O)(O)O.[NH2:6][C:7]1[S:16][CH2:15][C@H:14]2[C@:9]([C:19]3[CH:24]=[CH:23][CH:22]=[CH:21][C:20]=3[F:25])([CH2:10][O:11][C@@H:12]([CH2:17][OH:18])[CH2:13]2)[N:8]=1.[N+:26]([O-])([OH:28])=[O:27].[OH-].[Na+], predict the reaction product. (10) Given the reactants [CH2:1]([N:3]([CH2:7][CH3:8])[CH2:4][CH2:5][NH2:6])[CH3:2].[CH3:9][O:10][CH:11]([O:14][CH3:15])[CH:12]=O, predict the reaction product. The product is: [CH3:9][O:10][CH:11]([O:14][CH3:15])[CH2:12][NH:6][CH2:5][CH2:4][N:3]([CH2:7][CH3:8])[CH2:1][CH3:2].